Dataset: Forward reaction prediction with 1.9M reactions from USPTO patents (1976-2016). Task: Predict the product of the given reaction. Given the reactants I[C:2]1[CH:12]=[CH:11][C:5]2[O:6][CH2:7][CH2:8][N:9]([CH3:10])[C:4]=2[CH:3]=1.[N:13]([O-])=O.[Na+], predict the reaction product. The product is: [CH3:10][N:9]1[CH2:8][CH2:7][O:6][C:5]2[CH:11]=[CH:12][C:2]([NH2:13])=[CH:3][C:4]1=2.